Dataset: Reaction yield outcomes from USPTO patents with 853,638 reactions. Task: Predict the reaction yield, written as a fraction of the theoretical maximum amount of product (1.0 means a 100% yield; for example, 0.34 means a 34% yield). (1) The reactants are OC(C(F)(F)F)=O.[CH3:8][O:9][C@H:10]1[C@H:15]([N:16]2[CH2:20][CH2:19][O:18][C:17]2=[O:21])[CH2:14][CH2:13][NH:12][CH2:11]1.[Cl:22][C:23]1[N:27]2[CH:28]=[C:29]([C:36]3[CH:40]=[CH:39][O:38][CH:37]=3)[CH:30]=[C:31]([C:32]([F:35])([F:34])[F:33])[C:26]2=[N:25][C:24]=1[C:41](O)=[O:42].CCN(C(C)C)C(C)C.CN(C(ON1N=NC2C=CC=NC1=2)=[N+](C)C)C.F[P-](F)(F)(F)(F)F. The catalyst is CN(C=O)C.CCOC(C)=O. The product is [Cl:22][C:23]1[N:27]2[CH:28]=[C:29]([C:36]3[CH:40]=[CH:39][O:38][CH:37]=3)[CH:30]=[C:31]([C:32]([F:34])([F:33])[F:35])[C:26]2=[N:25][C:24]=1[C:41]([N:12]1[CH2:13][CH2:14][C@@H:15]([N:16]2[CH2:20][CH2:19][O:18][C:17]2=[O:21])[C@H:10]([O:9][CH3:8])[CH2:11]1)=[O:42]. The yield is 0.410. (2) The reactants are [O:1]1[CH2:6][CH2:5][CH:4]([NH2:7])[CH2:3][CH2:2]1.[CH:8]([N:21]1[CH:26]=[CH:25][C:24]([C:27]2[CH:32]=[CH:31][N:30]=[C:29](S(C)(=O)=O)[N:28]=2)=[CH:23][C:22]1=[O:37])([C:15]1[CH:20]=[CH:19][CH:18]=[CH:17][CH:16]=1)[C:9]1[CH:14]=[CH:13][CH:12]=[CH:11][CH:10]=1. The catalyst is CC(N(C)C)=O.O. The product is [CH:8]([N:21]1[CH:26]=[CH:25][C:24]([C:27]2[CH:32]=[CH:31][N:30]=[C:29]([NH:7][CH:4]3[CH2:5][CH2:6][O:1][CH2:2][CH2:3]3)[N:28]=2)=[CH:23][C:22]1=[O:37])([C:9]1[CH:14]=[CH:13][CH:12]=[CH:11][CH:10]=1)[C:15]1[CH:20]=[CH:19][CH:18]=[CH:17][CH:16]=1. The yield is 0.570.